From a dataset of NCI-60 drug combinations with 297,098 pairs across 59 cell lines. Regression. Given two drug SMILES strings and cell line genomic features, predict the synergy score measuring deviation from expected non-interaction effect. Drug 1: CC12CCC3C(C1CCC2O)C(CC4=C3C=CC(=C4)O)CCCCCCCCCS(=O)CCCC(C(F)(F)F)(F)F. Drug 2: CCC1(C2=C(COC1=O)C(=O)N3CC4=CC5=C(C=CC(=C5CN(C)C)O)N=C4C3=C2)O.Cl. Cell line: OVCAR3. Synergy scores: CSS=13.0, Synergy_ZIP=-3.11, Synergy_Bliss=-2.06, Synergy_Loewe=-19.8, Synergy_HSA=-3.29.